This data is from Forward reaction prediction with 1.9M reactions from USPTO patents (1976-2016). The task is: Predict the product of the given reaction. (1) Given the reactants [F:1][CH:2]([F:24])[C:3]1[N:8]2[N:9]=[CH:10][C:11]([C:12]#[CH:13])=[C:7]2[N:6]=[C:5]([C:14]2[CH:19]=[CH:18][C:17]([C:20]([F:23])([F:22])[F:21])=[CH:16][CH:15]=2)[CH:4]=1.[CH3:25][N:26]([CH3:39])[CH2:27][CH2:28][NH:29][S:30]([C:33]1[S:34][C:35](Br)=[CH:36][CH:37]=1)(=[O:32])=[O:31], predict the reaction product. The product is: [CH3:25][N:26]([CH3:39])[CH2:27][CH2:28][NH:29][S:30]([C:33]1[S:34][C:35]([C:13]#[C:12][C:11]2[CH:10]=[N:9][N:8]3[C:3]([CH:2]([F:1])[F:24])=[CH:4][C:5]([C:14]4[CH:19]=[CH:18][C:17]([C:20]([F:23])([F:22])[F:21])=[CH:16][CH:15]=4)=[N:6][C:7]=23)=[CH:36][CH:37]=1)(=[O:32])=[O:31]. (2) Given the reactants Cl[CH2:2][C:3]1[N:12]([C:13]2[CH:18]=[CH:17][CH:16]=[CH:15][C:14]=2[CH3:19])[C:11](=[O:20])[C:10]2[C:5](=[CH:6][CH:7]=[CH:8][C:9]=2[CH3:21])[N:4]=1.[N-:22]=[N+]=[N-].[Na+].C([O-])=O.[NH4+], predict the reaction product. The product is: [NH2:22][CH2:2][C:3]1[N:12]([C:13]2[CH:18]=[CH:17][CH:16]=[CH:15][C:14]=2[CH3:19])[C:11](=[O:20])[C:10]2[C:5](=[CH:6][CH:7]=[CH:8][C:9]=2[CH3:21])[N:4]=1.